Dataset: Full USPTO retrosynthesis dataset with 1.9M reactions from patents (1976-2016). Task: Predict the reactants needed to synthesize the given product. (1) Given the product [CH:25]([NH:28][C:3]([C:5]1[NH:6][N:7]=[C:8]([O:10][CH2:11][C:12]2[C:13]([C:18]3[CH:19]=[CH:20][C:21]([F:24])=[CH:22][CH:23]=3)=[N:14][O:15][C:16]=2[CH3:17])[CH:9]=1)=[O:4])([CH3:27])[CH3:26], predict the reactants needed to synthesize it. The reactants are: CO[C:3]([C:5]1[NH:6][N:7]=[C:8]([O:10][CH2:11][C:12]2[C:13]([C:18]3[CH:23]=[CH:22][C:21]([F:24])=[CH:20][CH:19]=3)=[N:14][O:15][C:16]=2[CH3:17])[CH:9]=1)=[O:4].[CH:25]([NH2:28])([CH3:27])[CH3:26]. (2) The reactants are: [CH2:1]([O:3][C:4](=[O:27])[CH2:5][NH:6][CH2:7][CH2:8][NH:9][S:10]([C:13]1[S:14][C:15]([C:18]2[CH:23]=[CH:22][CH:21]=[CH:20][C:19]=2[N+:24]([O-:26])=[O:25])=[N:16][N:17]=1)(=[O:12])=[O:11])[CH3:2].[N:28]1([CH2:37][C:38](O)=[O:39])[CH:36]=[C:34]([CH3:35])[C:32](=[O:33])[NH:31][C:29]1=[O:30]. Given the product [CH2:1]([O:3][C:4](=[O:27])[CH2:5][N:6]([CH2:7][CH2:8][NH:9][S:10]([C:13]1[S:14][C:15]([C:18]2[CH:23]=[CH:22][CH:21]=[CH:20][C:19]=2[N+:24]([O-:26])=[O:25])=[N:16][N:17]=1)(=[O:12])=[O:11])[C:38](=[O:39])[CH2:37][N:28]1[CH:36]=[C:34]([CH3:35])[C:32](=[O:33])[NH:31][C:29]1=[O:30])[CH3:2], predict the reactants needed to synthesize it.